Dataset: CYP2C19 inhibition data for predicting drug metabolism from PubChem BioAssay. Task: Regression/Classification. Given a drug SMILES string, predict its absorption, distribution, metabolism, or excretion properties. Task type varies by dataset: regression for continuous measurements (e.g., permeability, clearance, half-life) or binary classification for categorical outcomes (e.g., BBB penetration, CYP inhibition). Dataset: cyp2c19_veith. (1) The drug is CCNc1ncc2nc(-c3ccc(OC)cc3)c(=O)n(Cc3ccc(F)cc3)c2n1. The result is 0 (non-inhibitor). (2) The compound is O=C(COc1ccccc1)Nc1cc(C(F)(F)F)ccc1N1CCCC1. The result is 1 (inhibitor). (3) The compound is FC(F)(F)c1ccccc1-c1ccc2ncnc(N3CCOCC3)c2c1. The result is 1 (inhibitor). (4) The compound is Cn1c(=O)n(C)c2cc(S(=O)(=O)O)ccc21. The result is 0 (non-inhibitor). (5) The compound is O=C(O)CCCCCNC(=O)c1ccccc1Br. The result is 0 (non-inhibitor). (6) The drug is CCNC(=O)C/C(C)=N/NC(=O)C12CC3CC(CC(C3)C1)C2. The result is 0 (non-inhibitor). (7) The compound is CC(=O)NNc1cccc(Cl)n1. The result is 0 (non-inhibitor). (8) The compound is O=c1c(CCc2ccccc2)nc2cncnc2n1Cc1ccc(F)cc1. The result is 1 (inhibitor).